Dataset: Full USPTO retrosynthesis dataset with 1.9M reactions from patents (1976-2016). Task: Predict the reactants needed to synthesize the given product. (1) Given the product [N:38]1([CH2:44][CH2:45][CH2:46][O:47][C:48]2[CH:53]=[CH:52][C:51]([N:54]3[CH2:55][CH2:56][N:57]([C:7]([C:6]4[CH:5]=[CH:4][C:3]([C:1]#[N:2])=[CH:11][CH:10]=4)=[O:9])[CH2:58][CH2:59]3)=[C:50]([C:60]([F:63])([F:62])[F:61])[CH:49]=2)[CH2:43][CH2:42][CH2:41][CH2:40][CH2:39]1, predict the reactants needed to synthesize it. The reactants are: [C:1]([C:3]1[CH:11]=[CH:10][C:6]([C:7]([OH:9])=O)=[CH:5][CH:4]=1)#[N:2].C1(N=C=NC2CCCCC2)CCCCC1.O.ON1C2C=CC=CC=2N=N1.[N:38]1([CH2:44][CH2:45][CH2:46][O:47][C:48]2[CH:53]=[CH:52][C:51]([N:54]3[CH2:59][CH2:58][NH:57][CH2:56][CH2:55]3)=[C:50]([C:60]([F:63])([F:62])[F:61])[CH:49]=2)[CH2:43][CH2:42][CH2:41][CH2:40][CH2:39]1. (2) Given the product [F:26][C:12]1[CH:13]=[C:14]([N:17]2[CH2:18][CH2:19][N:20]([C:23](=[O:25])[CH3:24])[CH2:21][CH2:22]2)[CH:15]=[CH:16][C:11]=1[CH2:10][N:3]1[CH:2]([CH3:27])[CH2:7][CH2:6][N:5]([C:28]2[CH:33]=[CH:32][CH:31]=[CH:30][CH:29]=2)[S:4]1(=[O:9])=[O:8], predict the reactants needed to synthesize it. The reactants are: C[C:2]1([CH3:27])[CH2:7][CH2:6][NH:5][S:4](=[O:9])(=[O:8])[N:3]1[CH2:10][C:11]1[CH:16]=[CH:15][C:14]([N:17]2[CH2:22][CH2:21][N:20]([C:23](=[O:25])[CH3:24])[CH2:19][CH2:18]2)=[CH:13][C:12]=1[F:26].[C:28]1(I)[CH:33]=[CH:32][CH:31]=[CH:30][CH:29]=1.CC1(C)C2C(=C(P(C3C=CC=CC=3)C3C=CC=CC=3)C=CC=2)OC2C(P(C3C=CC=CC=3)C3C=CC=CC=3)=CC=CC1=2.C([O-])([O-])=O.[Cs+].[Cs+]. (3) Given the product [C:29]([O:28][C:22](=[O:27])[CH2:23][CH:24]([N:13]1[CH2:14][CH2:15][O:16][CH:11]([C:8]2[CH:7]=[CH:6][C:5]([O:4][C:3]3[CH:17]=[CH:18][CH:19]=[C:20]([CH3:21])[C:2]=3[CH3:1])=[CH:10][CH:9]=2)[CH2:12]1)[CH3:26])([CH3:32])([CH3:31])[CH3:30], predict the reactants needed to synthesize it. The reactants are: [CH3:1][C:2]1[C:20]([CH3:21])=[CH:19][CH:18]=[CH:17][C:3]=1[O:4][C:5]1[CH:10]=[CH:9][C:8]([CH:11]2[O:16][CH2:15][CH2:14][NH:13][CH2:12]2)=[CH:7][CH:6]=1.[C:22]([O:28][C:29]([CH3:32])([CH3:31])[CH3:30])(=[O:27])[CH2:23][C:24]([CH3:26])=O.C(O[BH-](OC(=O)C)OC(=O)C)(=O)C.[Na+].C([O-])(O)=O.[Na+]. (4) Given the product [CH3:25][N:20]([C:15]1[C:14]([NH:13][C:12]2[N:6]3[C:7]([CH:8]=[N:9][C:4]([NH:38][C:35]4[CH:34]=[CH:33][C:32]([N:31]5[CH2:26][CH2:27][O:28][CH2:29][CH2:30]5)=[CH:37][CH:36]=4)=[N:5]3)=[CH:10][CH:11]=2)=[CH:19][CH:18]=[CH:17][N:16]=1)[S:21]([CH3:24])(=[O:23])=[O:22], predict the reactants needed to synthesize it. The reactants are: CS([C:4]1[N:9]=[CH:8][C:7]2=[CH:10][CH:11]=[C:12]([NH:13][C:14]3[C:15]([N:20]([CH3:25])[S:21]([CH3:24])(=[O:23])=[O:22])=[N:16][CH:17]=[CH:18][CH:19]=3)[N:6]2[N:5]=1)=O.[CH2:26]1[N:31]([C:32]2[CH:37]=[CH:36][C:35]([NH2:38])=[CH:34][CH:33]=2)[CH2:30][CH2:29][O:28][CH2:27]1.C(N(CC)C(C)C)(C)C.COCC(O)C. (5) Given the product [F:33][C:34]([F:39])([F:38])[C:35]([OH:37])=[O:36].[Br:27][C:25]1[CH:26]=[C:22]([C:11]2([C:20]#[N:21])[CH:10]([CH2:28][C:29]([CH3:32])([CH3:31])[CH3:30])[NH:9][CH:8]([C:6]([OH:7])=[O:5])[CH:12]2[C:13]2[CH:18]=[CH:17][CH:16]=[C:15]([Cl:19])[CH:14]=2)[S:23][CH:24]=1, predict the reactants needed to synthesize it. The reactants are: C([O:5][C:6]([CH:8]1[CH:12]([C:13]2[CH:18]=[CH:17][CH:16]=[C:15]([Cl:19])[CH:14]=2)[C:11]([C:22]2[S:23][CH:24]=[C:25]([Br:27])[CH:26]=2)([C:20]#[N:21])[CH:10]([CH2:28][C:29]([CH3:32])([CH3:31])[CH3:30])[NH:9]1)=[O:7])(C)(C)C.[F:33][C:34]([F:39])([F:38])[C:35]([OH:37])=[O:36].